Dataset: Peptide-MHC class I binding affinity with 185,985 pairs from IEDB/IMGT. Task: Regression. Given a peptide amino acid sequence and an MHC pseudo amino acid sequence, predict their binding affinity value. This is MHC class I binding data. (1) The peptide sequence is VQPPQLTLQV. The MHC is HLA-B08:01 with pseudo-sequence HLA-B08:01. The binding affinity (normalized) is 0.0499. (2) The peptide sequence is DIAEHGAYY. The MHC is HLA-A02:12 with pseudo-sequence HLA-A02:12. The binding affinity (normalized) is 0.0847.